This data is from Full USPTO retrosynthesis dataset with 1.9M reactions from patents (1976-2016). The task is: Predict the reactants needed to synthesize the given product. (1) Given the product [NH2:1][C:2]1[C:10]2[C:9]([C:11]3[CH:16]=[CH:15][C:14]([Cl:17])=[C:13]([Cl:18])[CH:12]=3)=[N:8][C:7]([NH:25][CH:26]([CH3:29])[CH2:27][OH:28])=[N:6][C:5]=2[S:4][C:3]=1[C:22]([NH2:24])=[O:23], predict the reactants needed to synthesize it. The reactants are: [NH2:1][C:2]1[C:10]2[C:9]([C:11]3[CH:16]=[CH:15][C:14]([Cl:17])=[C:13]([Cl:18])[CH:12]=3)=[N:8][C:7](S(C)=O)=[N:6][C:5]=2[S:4][C:3]=1[C:22]([NH2:24])=[O:23].[NH2:25][CH:26]([CH3:29])[CH2:27][OH:28]. (2) Given the product [NH2:25][C:2]1[C:3]2[C:10]([I:11])=[CH:9][N:8]([C@@H:12]3[CH2:17][CH2:16][CH2:15][N:14]([C:18]([O:20][C:21]([CH3:24])([CH3:23])[CH3:22])=[O:19])[CH2:13]3)[C:4]=2[N:5]=[CH:6][N:7]=1, predict the reactants needed to synthesize it. The reactants are: Cl[C:2]1[C:3]2[C:10]([I:11])=[CH:9][N:8]([C@@H:12]3[CH2:17][CH2:16][CH2:15][N:14]([C:18]([O:20][C:21]([CH3:24])([CH3:23])[CH3:22])=[O:19])[CH2:13]3)[C:4]=2[N:5]=[CH:6][N:7]=1.[NH3:25].